From a dataset of Forward reaction prediction with 1.9M reactions from USPTO patents (1976-2016). Predict the product of the given reaction. (1) Given the reactants C([O:4][C@@H:5]1[C@@H:28]([O:29]C(=O)C)[C@H:27]([O:33]C(=O)C)[C@@H:26]([CH2:37][O:38]C(=O)C)[O:25][C@H:6]1[O:7][C:8]1[CH:13]=[CH:12][CH:11]=[CH:10][C:9]=1[CH2:14][C:15]1[CH:20]=[CH:19][C:18]([C:21]([O:23]C)=[O:22])=[CH:17][CH:16]=1)(=O)C.[OH-].[Na+], predict the reaction product. The product is: [O:7]([C:8]1[CH:13]=[CH:12][CH:11]=[CH:10][C:9]=1[CH2:14][C:15]1[CH:20]=[CH:19][C:18]([C:21]([OH:23])=[O:22])=[CH:17][CH:16]=1)[C@@H:6]1[O:25][C@H:26]([CH2:37][OH:38])[C@@H:27]([OH:33])[C@H:28]([OH:29])[C@H:5]1[OH:4]. (2) Given the reactants [NH2:1][C:2]1[CH:7]=[CH:6][C:5]([C:8]2[CH:13]=[CH:12][C:11]([S:14]([N:17]3[CH:21]([C:22]([OH:24])=[O:23])[CH2:20][CH:19]4[CH2:25][CH2:26][CH2:27][CH:18]34)(=[O:16])=[O:15])=[CH:10][CH:9]=2)=[CH:4][CH:3]=1.N1C=CC=CC=1.[CH3:34][S:35](Cl)(=[O:37])=[O:36], predict the reaction product. The product is: [CH3:34][S:35]([NH:1][C:2]1[CH:7]=[CH:6][C:5]([C:8]2[CH:9]=[CH:10][C:11]([S:14]([N:17]3[CH:21]([C:22]([OH:24])=[O:23])[CH2:20][CH:19]4[CH2:25][CH2:26][CH2:27][CH:18]34)(=[O:16])=[O:15])=[CH:12][CH:13]=2)=[CH:4][CH:3]=1)(=[O:37])=[O:36]. (3) Given the reactants [N+]([O-])([O-])=[O:2].[Ni+2:5].[N+]([O-])([O-])=[O:7].[N+]([O-])([O-])=[O:11].[Mn+2:14].[N+]([O-])([O-])=[O:16].[N+]([O-])([O-])=[O:20].[Co+2:23].[N+]([O-])([O-])=[O:25].[OH-].[Na+], predict the reaction product. The product is: [OH-:2].[Co+2:23].[Mn+2:14].[Ni+2:5].[OH-:7].[OH-:11].[OH-:16].[OH-:20].[OH-:25]. (4) Given the reactants [CH:1]1[C:10]2[C:5](=[CH:6][CH:7]=[CH:8][CH:9]=2)[CH:4]=[CH:3][C:2]=1[S:11]([CH:14]1[CH2:19][CH2:18][NH:17][CH2:16][CH2:15]1)(=[O:13])=[O:12].Cl[C:21]1[CH:26]=[CH:25][C:24]([C:27]([F:30])([F:29])[F:28])=[CH:23][N:22]=1, predict the reaction product. The product is: [CH:1]1[C:10]2[C:5](=[CH:6][CH:7]=[CH:8][CH:9]=2)[CH:4]=[CH:3][C:2]=1[S:11]([CH:14]1[CH2:19][CH2:18][N:17]([C:21]2[CH:26]=[CH:25][C:24]([C:27]([F:30])([F:29])[F:28])=[CH:23][N:22]=2)[CH2:16][CH2:15]1)(=[O:12])=[O:13]. (5) The product is: [CH3:1][C:2]1[C:9]([C:10]([F:11])([F:12])[F:13])=[CH:8][CH:7]=[CH:6][C:3]=1[CH:4]=[O:5]. Given the reactants [CH3:1][C:2]1[C:9]([C:10]([F:13])([F:12])[F:11])=[CH:8][CH:7]=[CH:6][C:3]=1[CH2:4][OH:5], predict the reaction product. (6) Given the reactants CC(OI1(OC(C)=O)(OC(C)=O)OC(=O)C2C=CC=CC1=2)=O.[S:23]1[CH:27]=[CH:26][CH:25]=[C:24]1[C:28]1[NH:29][CH:30]=[C:31]([CH2:33][OH:34])[N:32]=1.C([O-])(O)=O.[Na+], predict the reaction product. The product is: [S:23]1[CH:27]=[CH:26][CH:25]=[C:24]1[C:28]1[NH:29][CH:30]=[C:31]([CH:33]=[O:34])[N:32]=1. (7) Given the reactants [N+:1]([CH2:3][C:4](OC)=[O:5])#[C-:2].[NH:8]1[CH2:13][CH2:12][O:11][CH2:10][CH2:9]1, predict the reaction product. The product is: [N+:1]([CH2:3][C:4]([N:8]1[CH2:13][CH2:12][O:11][CH2:10][CH2:9]1)=[O:5])#[C-:2].